Dataset: Full USPTO retrosynthesis dataset with 1.9M reactions from patents (1976-2016). Task: Predict the reactants needed to synthesize the given product. (1) Given the product [F:21][C:22]1[CH:28]=[CH:27][C:25]([NH:26][C:16]2[CH:17]=[N:18][CH:19]=[C:14]([NH:13][C:5]3[CH:4]=[C:3]([O:2][CH3:1])[C:8]([O:9][CH3:10])=[C:7]([O:11][CH3:12])[CH:6]=3)[N:15]=2)=[CH:24][CH:23]=1, predict the reactants needed to synthesize it. The reactants are: [CH3:1][O:2][C:3]1[CH:4]=[C:5]([NH:13][C:14]2[CH:19]=[N:18][CH:17]=[C:16](Cl)[N:15]=2)[CH:6]=[C:7]([O:11][CH3:12])[C:8]=1[O:9][CH3:10].[F:21][C:22]1[CH:28]=[CH:27][C:25]([NH2:26])=[CH:24][CH:23]=1. (2) Given the product [Cl:1][C:2]1[CH:7]=[C:6]([Cl:8])[CH:5]=[CH:4][C:3]=1[C:9]1[N:11]([C:12]2[CH:13]=[CH:14][C:15]([C:18]([F:21])([F:19])[F:20])=[CH:16][CH:17]=2)[C:23]([CH3:31])=[C:24]([C:25]([O:27][CH2:28][CH3:29])=[O:26])[N:10]=1, predict the reactants needed to synthesize it. The reactants are: [Cl:1][C:2]1[CH:7]=[C:6]([Cl:8])[CH:5]=[CH:4][C:3]=1[C:9]([NH:11][C:12]1[CH:17]=[CH:16][C:15]([C:18]([F:21])([F:20])[F:19])=[CH:14][CH:13]=1)=[NH:10].Br[CH:23]([CH3:31])[C:24](=O)[C:25]([O:27][CH2:28][CH3:29])=[O:26].C([O-])(O)=O.[Na+]. (3) Given the product [CH2:81]([S:83][C:2]1[CH:28]=[CH:27][C:5]([O:6][CH:7]2[CH2:11][CH2:10][N:9]([CH:12]3[CH2:17][CH2:16][N:15]([C:18]4[S:22][N:21]=[C:20]([CH:23]([CH3:25])[CH3:24])[N:19]=4)[CH2:14][CH2:13]3)[C:8]2=[O:26])=[C:4]([F:29])[CH:3]=1)[CH3:82], predict the reactants needed to synthesize it. The reactants are: Br[C:2]1[CH:28]=[CH:27][C:5]([O:6][CH:7]2[CH2:11][CH2:10][N:9]([CH:12]3[CH2:17][CH2:16][N:15]([C:18]4[S:22][N:21]=[C:20]([CH:23]([CH3:25])[CH3:24])[N:19]=4)[CH2:14][CH2:13]3)[C:8]2=[O:26])=[C:4]([F:29])[CH:3]=1.CC1(C)C2C(=C(P(C3C=CC=CC=3)C3C=CC=CC=3)C=CC=2)OC2C(P(C3C=CC=CC=3)C3C=CC=CC=3)=CC=CC1=2.C(N(C(C)C)C(C)C)C.[CH2:81]([SH:83])[CH3:82]. (4) Given the product [Br:1][C:2]1[C:3]2[N:4]([C:11]([C:14]([O:16][CH2:17][CH3:18])=[O:15])=[CH:12][N:9]=2)[CH:5]=[C:6]([F:8])[CH:7]=1, predict the reactants needed to synthesize it. The reactants are: [Br:1][C:2]1[C:3]([NH2:9])=[N:4][CH:5]=[C:6]([F:8])[CH:7]=1.Cl[C:11]([C:14]([O:16][CH2:17][CH3:18])=[O:15])=[CH:12][O-].[K+].S(=O)(=O)(O)O.C(=O)(O)[O-].[Na+]. (5) Given the product [CH2:2]([N:9]1[CH:10]([CH3:19])[CH2:11][CH:12]=[C:13]([C:15]([O:17][CH3:18])=[O:16])[CH2:14]1)[C:3]1[CH:4]=[CH:5][CH:6]=[CH:7][CH:8]=1, predict the reactants needed to synthesize it. The reactants are: [Br-].[CH2:2]([N+:9]1[CH:14]=[C:13]([C:15]([O:17][CH3:18])=[O:16])[CH:12]=[CH:11][C:10]=1[CH3:19])[C:3]1[CH:8]=[CH:7][CH:6]=[CH:5][CH:4]=1.[BH4-].[Na+].C(OCC)(=O)C.[Cl-].[Na+].O. (6) Given the product [C:17]([C:18]1[CH:19]=[C:20]([NH2:21])[N:13]([C:10]2[CH:11]=[CH:12][C:7]([CH2:6][CH2:5][C:4]([O:3][CH2:1][CH3:2])=[O:15])=[CH:8][CH:9]=2)[N:14]=1)([CH3:24])([CH3:23])[CH3:16], predict the reactants needed to synthesize it. The reactants are: [CH2:1]([O:3][C:4](=[O:15])[CH2:5][CH2:6][C:7]1[CH:12]=[CH:11][C:10]([NH:13][NH2:14])=[CH:9][CH:8]=1)[CH3:2].[CH3:16][C:17]([CH3:24])([CH3:23])[C:18](=O)[CH2:19][C:20]#[N:21]. (7) Given the product [CH:1]1([C:6]([N:8]2[CH2:9][CH:10]([C:22]3[O:24][N:29]=[C:27]([CH3:28])[N:26]=3)[CH2:11][CH:12]([C:14]3[CH:19]=[CH:18][C:17]([CH2:20][CH3:21])=[CH:16][CH:15]=3)[CH2:13]2)=[O:7])[CH2:2][CH2:3][CH2:4][CH2:5]1, predict the reactants needed to synthesize it. The reactants are: [CH:1]1([C:6]([N:8]2[CH2:13][CH:12]([C:14]3[CH:19]=[CH:18][C:17]([CH2:20][CH3:21])=[CH:16][CH:15]=3)[CH2:11][CH:10]([C:22]([OH:24])=O)[CH2:9]2)=[O:7])[CH2:5][CH2:4][CH2:3][CH2:2]1.O[N:26]=[C:27]([NH2:29])[CH3:28]. (8) Given the product [CH:26]([O:25][C:22]1[CH:21]=[CH:20][C:19]([C:17]2[N:18]=[C:14]([CH2:13][O:12][C:9]3[CH:10]=[CH:11][C:6]([O:5][CH2:4][C:3]([OH:41])=[O:2])=[C:7]([CH3:40])[CH:8]=3)[S:15][C:16]=2[C:29]2[CH:30]=[CH:31][C:32]([O:35][C:36]([F:38])([F:39])[F:37])=[CH:33][CH:34]=2)=[CH:24][CH:23]=1)([CH3:28])[CH3:27], predict the reactants needed to synthesize it. The reactants are: C[O:2][C:3](=[O:41])[CH2:4][O:5][C:6]1[CH:11]=[CH:10][C:9]([O:12][CH2:13][C:14]2[S:15][C:16]([C:29]3[CH:34]=[CH:33][C:32]([O:35][C:36]([F:39])([F:38])[F:37])=[CH:31][CH:30]=3)=[C:17]([C:19]3[CH:24]=[CH:23][C:22]([O:25][CH:26]([CH3:28])[CH3:27])=[CH:21][CH:20]=3)[N:18]=2)=[CH:8][C:7]=1[CH3:40].[Li+].[OH-].Cl.CCOC(C)=O. (9) Given the product [CH2:1]([O:3][C:4]([C:6]1([NH:11][C:12]([CH:14]2[CH2:18][CH:17]([O:19][C:20]3[CH:25]=[C:24]([C:26]4[CH:31]=[CH:30][C:29]([O:32][CH3:33])=[CH:28][CH:27]=4)[N:23]=[C:22]([O:34][CH3:35])[N:21]=3)[CH2:16][CH:15]2[C:59](=[O:60])[N:57]([CH2:58][CH2:45][CH2:44][CH2:43][CH:42]=[CH2:41])[CH3:56])=[O:13])[CH2:8][CH:7]1[CH:9]=[CH2:10])=[O:5])[CH3:2], predict the reactants needed to synthesize it. The reactants are: [CH2:1]([O:3][C:4]([C:6]1([NH:11][C:12]([CH:14]2[CH2:18][CH:17]([O:19][C:20]3[CH:25]=[C:24]([C:26]4[CH:31]=[CH:30][C:29]([O:32][CH3:33])=[CH:28][CH:27]=4)[N:23]=[C:22]([O:34][CH3:35])[N:21]=3)[CH2:16][CH:15]2C(O)=O)=[O:13])[CH2:8][CH:7]1[CH:9]=[CH2:10])=[O:5])[CH3:2].CN[CH:41]=[CH:42][CH2:43][CH2:44][CH2:45]C.CCN(C(C)C)C(C)C.[CH3:56][N:57]([CH:59]=[O:60])[CH3:58].